From a dataset of Peptide-MHC class II binding affinity with 134,281 pairs from IEDB. Regression. Given a peptide amino acid sequence and an MHC pseudo amino acid sequence, predict their binding affinity value. This is MHC class II binding data. (1) The peptide sequence is TTVLDFHPGAGKTRR. The MHC is DRB4_0103 with pseudo-sequence DRB4_0103. The binding affinity (normalized) is 0.572. (2) The peptide sequence is SQDLELSRNLNGLQAY. The MHC is DRB1_0401 with pseudo-sequence DRB1_0401. The binding affinity (normalized) is 0.615. (3) The peptide sequence is GELQIVDKVDAAFKI. The MHC is DRB1_0802 with pseudo-sequence DRB1_0802. The binding affinity (normalized) is 0.532. (4) The peptide sequence is IMLCLELCFDVRMTA. The MHC is DRB1_0101 with pseudo-sequence DRB1_0101. The binding affinity (normalized) is 0.472.